Dataset: Reaction yield outcomes from USPTO patents with 853,638 reactions. Task: Predict the reaction yield, written as a fraction of the theoretical maximum amount of product (1.0 means a 100% yield; for example, 0.34 means a 34% yield). (1) The reactants are [F:1][C:2]1[CH:24]=[CH:23][C:5]([O:6][C:7]2[CH:8]=[C:9]3[C:13](=[CH:14][C:15]=2[C:16]([NH2:18])=[O:17])[N:12]([CH2:19][CH:20]([CH3:22])[CH3:21])[N:11]=[CH:10]3)=[CH:4][CH:3]=1.C(N1C=CN=C1)(N1C=CN=C1)=O.[C:37]([O:41][C:42]([N:44]1[CH2:48][CH2:47][CH:46](N)[CH2:45]1)=[O:43])([CH3:40])([CH3:39])[CH3:38]. The catalyst is C1COCC1. The product is [C:37]([O:41][C:42]([N:44]1[CH2:48][CH2:47][CH:46]([NH:18][C:16]([C:15]2[CH:14]=[C:13]3[C:9]([CH:10]=[N:11][N:12]3[CH2:19][CH:20]([CH3:22])[CH3:21])=[CH:8][C:7]=2[O:6][C:5]2[CH:23]=[CH:24][C:2]([F:1])=[CH:3][CH:4]=2)=[O:17])[CH2:45]1)=[O:43])([CH3:40])([CH3:38])[CH3:39]. The yield is 0.940. (2) The reactants are [CH3:1][O:2][C:3]1[CH:8]=[C:7]([CH3:9])[N:6]=[C:5]([N:10]2[CH2:21][CH2:20][C:13]3([O:18][CH2:17][CH2:16][NH:15][C:14]3=[O:19])[CH2:12][CH2:11]2)[N:4]=1.[H-].[Na+].Br[CH2:25][C:26]1[C:34]2[C:29](=[CH:30][CH:31]=[CH:32][CH:33]=2)[N:28](S(C2C=CC(C)=CC=2)(=O)=O)[N:27]=1.C([O-])([O-])=O.[Cs+].[Cs+]. The catalyst is C1COCC1.CCCC[N+](CCCC)(CCCC)CCCC.[I-]. The yield is 0.300. The product is [NH:28]1[C:29]2[C:34](=[CH:33][CH:32]=[CH:31][CH:30]=2)[C:26]([CH2:25][N:15]2[C:14](=[O:19])[C:13]3([CH2:12][CH2:11][N:10]([C:5]4[N:4]=[C:3]([O:2][CH3:1])[CH:8]=[C:7]([CH3:9])[N:6]=4)[CH2:21][CH2:20]3)[O:18][CH2:17][CH2:16]2)=[N:27]1. (3) The reactants are [CH3:1][C:2]1[CH:19]=[CH:18][C:17]([CH3:20])=[CH:16][C:3]=1[O:4][CH2:5][C:6]1[CH:15]=[CH:14][CH:13]=[CH:12][C:7]=1[CH:8]([OH:11])[C:9]#[N:10].Cl.[OH2:22]. The catalyst is C1(C)C(C)=CC=CC=1. The product is [CH3:1][C:2]1[CH:19]=[CH:18][C:17]([CH3:20])=[CH:16][C:3]=1[O:4][CH2:5][C:6]1[CH:15]=[CH:14][CH:13]=[CH:12][C:7]=1[CH:8]([OH:11])[C:9]([NH2:10])=[O:22]. The yield is 0.657. (4) The reactants are Br[CH2:2][C:3]1[CH:8]=[CH:7][CH:6]=[CH:5][CH:4]=1.C([O-])([O-])=O.[Na+].[Na+].[NH:15]1[C:19]([C:20]2[CH:21]=[C:22]([C:26]3[CH:27]=[CH:28][C:29]4[O:33][C:32]([C:34]5[CH:39]=[CH:38][C:37]([F:40])=[CH:36][CH:35]=5)=[C:31]([C:41]([NH:43][CH3:44])=[O:42])[C:30]=4[CH:45]=3)[CH:23]=[CH:24][CH:25]=2)=[CH:18][CH:17]=[N:16]1. The catalyst is CN(C=O)C. The product is [CH2:2]([N:15]1[C:19]([C:20]2[CH:21]=[C:22]([C:26]3[CH:27]=[CH:28][C:29]4[O:33][C:32]([C:34]5[CH:39]=[CH:38][C:37]([F:40])=[CH:36][CH:35]=5)=[C:31]([C:41]([NH:43][CH3:44])=[O:42])[C:30]=4[CH:45]=3)[CH:23]=[CH:24][CH:25]=2)=[CH:18][CH:17]=[N:16]1)[C:3]1[CH:8]=[CH:7][CH:6]=[CH:5][CH:4]=1. The yield is 0.350. (5) The reactants are Br[C:2]1[CH:3]=[C:4]([S:9]([N:12]([CH3:14])[CH3:13])(=[O:11])=[O:10])[CH:5]=[C:6]([CH3:8])[CH:7]=1.[C:15](=[NH:28])([C:22]1[CH:27]=[CH:26][CH:25]=[CH:24][CH:23]=1)[C:16]1[CH:21]=[CH:20][CH:19]=[CH:18][CH:17]=1.C(=O)([O-])[O-].[Cs+].[Cs+].C1C=CC(P(C2C(C3C(P(C4C=CC=CC=4)C4C=CC=CC=4)=CC=C4C=3C=CC=C4)=C3C(C=CC=C3)=CC=2)C2C=CC=CC=2)=CC=1. The catalyst is O1CCOCC1.C([O-])(=O)C.[Pd+2].C([O-])(=O)C. The product is [C:16]1([C:15](=[N:28][C:2]2[CH:3]=[C:4]([S:9]([N:12]([CH3:14])[CH3:13])(=[O:11])=[O:10])[CH:5]=[C:6]([CH3:8])[CH:7]=2)[C:22]2[CH:23]=[CH:24][CH:25]=[CH:26][CH:27]=2)[CH:21]=[CH:20][CH:19]=[CH:18][CH:17]=1. The yield is 0.730. (6) The yield is 0.820. The reactants are [OH:1][C:2]1[CH:15]=[CH:14][C:5]2[C@H:6]([CH2:9][C:10]([O:12][CH3:13])=[O:11])[CH2:7][O:8][C:4]=2[CH:3]=1.[CH3:16][C:17]1[C:22]([CH3:23])=[C:21]([O:24][CH2:25][CH2:26][CH2:27][S:28]([CH3:31])(=[O:30])=[O:29])[C:20]([CH3:32])=[C:19]([CH3:33])[C:18]=1[C:34]1[CH:39]=[CH:38][CH:37]=[C:36]([CH2:40]O)[CH:35]=1.C(P(CCCC)CCCC)CCC.N(C(N1CCCCC1)=O)=NC(N1CCCCC1)=O. The product is [CH3:33][C:19]1[C:20]([CH3:32])=[C:21]([O:24][CH2:25][CH2:26][CH2:27][S:28]([CH3:31])(=[O:30])=[O:29])[C:22]([CH3:23])=[C:17]([CH3:16])[C:18]=1[C:34]1[CH:39]=[CH:38][CH:37]=[C:36]([CH2:40][O:1][C:2]2[CH:15]=[CH:14][C:5]3[C@H:6]([CH2:9][C:10]([O:12][CH3:13])=[O:11])[CH2:7][O:8][C:4]=3[CH:3]=2)[CH:35]=1. The catalyst is C1(C)C=CC=CC=1.CCCCCC. (7) The reactants are [CH3:1][C:2]1[CH:34]=[CH:33][CH:32]=[C:31]([CH3:35])[C:3]=1[O:4][C:5]1[CH:6]=[C:7]([CH:12]=[CH:13][C:14]=1[C:15]1[C:16]2[CH:25]=[C:24]([C:26](=[O:30])[NH:27][CH2:28][CH3:29])[NH:23][C:17]=2[C:18](=[O:22])[N:19]([CH3:21])[CH:20]=1)[C:8]([O:10]C)=[O:9].O.[OH-].[Li+]. The catalyst is O1CCCC1.O. The product is [CH3:35][C:31]1[CH:32]=[CH:33][CH:34]=[C:2]([CH3:1])[C:3]=1[O:4][C:5]1[CH:6]=[C:7]([CH:12]=[CH:13][C:14]=1[C:15]1[C:16]2[CH:25]=[C:24]([C:26](=[O:30])[NH:27][CH2:28][CH3:29])[NH:23][C:17]=2[C:18](=[O:22])[N:19]([CH3:21])[CH:20]=1)[C:8]([OH:10])=[O:9]. The yield is 0.940.